Dataset: Forward reaction prediction with 1.9M reactions from USPTO patents (1976-2016). Task: Predict the product of the given reaction. Given the reactants [CH3:1][O:2][C:3]1[CH:8]=[C:7](/[N:9]=[N:10]/[C:11]2[CH:16]=[CH:15][C:14]([N+:17]([O-:19])=[O:18])=[CH:13][CH:12]=2)[C:6]([O:20][CH3:21])=[CH:5][C:4]=1/[N:22]=[N:23]/[C:24]1[CH:29]=[CH:28][C:27]([N:30]([CH3:37])[CH2:31][CH2:32][CH2:33][C:34](O)=[O:35])=[CH:26][CH:25]=1.CN(C(O[N:46]1N=NC2C=CC=[CH:52][C:47]1=2)=[N+](C)C)C.F[P-](F)(F)(F)(F)F.C(S)[C@@H](O)[C@H](O)C[SH:66], predict the reaction product. The product is: [CH3:1][O:2][C:3]1[CH:8]=[C:7](/[N:9]=[N:10]/[C:11]2[CH:12]=[CH:13][C:14]([N+:17]([O-:19])=[O:18])=[CH:15][CH:16]=2)[C:6]([O:20][CH3:21])=[CH:5][C:4]=1/[N:22]=[N:23]/[C:24]1[CH:25]=[CH:26][C:27]([N:30]([CH3:37])[CH2:31][CH2:32][CH2:33][C:34]([NH:46][CH2:47][CH2:52][SH:66])=[O:35])=[CH:28][CH:29]=1.